This data is from Reaction yield outcomes from USPTO patents with 853,638 reactions. The task is: Predict the reaction yield, written as a fraction of the theoretical maximum amount of product (1.0 means a 100% yield; for example, 0.34 means a 34% yield). (1) The reactants are [NH2:1][C:2]1[CH:3]=[CH:4][C:5]2[O:9][CH2:8][C:7](=[O:10])[C:6]=2[CH:11]=1.[CH3:12][N:13]([CH3:23])[C:14]1[CH:19]=[CH:18][C:17]([N:20]=[C:21]=[O:22])=[CH:16][CH:15]=1.C(N(CC)CC)C. The catalyst is C1COCC1. The product is [CH3:12][N:13]([CH3:23])[C:14]1[CH:19]=[CH:18][C:17]([NH:20][C:21]([NH:1][C:2]2[CH:3]=[CH:4][C:5]3[O:9][CH2:8][C:7](=[O:10])[C:6]=3[CH:11]=2)=[O:22])=[CH:16][CH:15]=1. The yield is 0.610. (2) The yield is 0.860. The product is [CH2:1]([N:4]1[C:12]([C:13]2[S:14][CH:15]=[CH:16][CH:17]=2)=[N:11][C:10]2[C:9](=[O:18])[N:8]([CH2:19][CH2:20][CH3:21])[CH:7]=[N:6][C:5]1=2)[CH:2]=[CH2:3]. The catalyst is CN(C=O)C.O. The reactants are [CH2:1]([N:4]1[C:12]([C:13]2[S:14][CH:15]=[CH:16][CH:17]=2)=[N:11][C:10]2[C:9](=[O:18])[NH:8][CH:7]=[N:6][C:5]1=2)[CH:2]=[CH2:3].[CH2:19](I)[CH2:20][CH3:21].C([O-])([O-])=O.[Cs+].[Cs+]. (3) The reactants are Cl.[NH:2]([CH2:4][C:5]([O:7][CH2:8][CH3:9])=[O:6])[NH2:3].C(=O)([O-])O.[Na+].[CH:15](=O)[C:16]1[CH:21]=[CH:20][CH:19]=[CH:18][CH:17]=1.C(O[CH:26]=[C:27]([C:33]([O:35][CH2:36][CH3:37])=[O:34])[C:28]([O:30][CH2:31][CH3:32])=[O:29])C. The catalyst is O.C(O)C. The product is [CH:15](=[N:3][N:2]([CH:26]=[C:27]([C:28]([O:30][CH2:31][CH3:32])=[O:29])[C:33]([O:35][CH2:36][CH3:37])=[O:34])[CH2:4][C:5]([O:7][CH2:8][CH3:9])=[O:6])[C:16]1[CH:21]=[CH:20][CH:19]=[CH:18][CH:17]=1. The yield is 0.230. (4) The reactants are [Br:1][C:2]1[CH:7]=[CH:6][N:5]=[C:4]([CH2:8][C:9]([C:11]2[CH:16]=[CH:15][C:14]([O:17][CH3:18])=[CH:13][CH:12]=2)=O)[CH:3]=1.C(N(CC)C(C)C)(C)C.Cl.[NH2:29][OH:30]. The catalyst is CO. The product is [Br:1][C:2]1[CH:7]=[CH:6][N:5]=[C:4]([CH2:8]/[C:9](/[C:11]2[CH:16]=[CH:15][C:14]([O:17][CH3:18])=[CH:13][CH:12]=2)=[N:29]/[OH:30])[CH:3]=1. The yield is 0.680. (5) The reactants are [Cr](Cl)([O-])(=O)=O.[NH+]1C=CC=CC=1.[F:12][C:13]1[C:18]([F:19])=[CH:17][C:16]([NH:20][C:21](=[O:26])[C:22]([CH3:25])([CH3:24])[CH3:23])=[C:15]([CH2:27][OH:28])[CH:14]=1. The catalyst is C(Cl)Cl. The product is [F:12][C:13]1[C:18]([F:19])=[CH:17][C:16]([NH:20][C:21](=[O:26])[C:22]([CH3:23])([CH3:24])[CH3:25])=[C:15]([CH:27]=[O:28])[CH:14]=1. The yield is 0.260. (6) The catalyst is CN(C=O)C.[NH4+].[Cl-].CCOC(C)=O. The reactants are [CH3:1][O:2][C:3](=[O:28])[NH:4][CH:5]([C:9]([N:11]1[CH2:15][CH2:14][CH2:13][CH:12]1[C:16]1[NH:17][C:18]([C:21]2[CH:26]=[CH:25][C:24]([Br:27])=[CH:23][CH:22]=2)=[CH:19][N:20]=1)=[O:10])[CH:6]([CH3:8])[CH3:7].[H-].[Na+].[CH3:31][Si:32]([CH2:35][CH2:36][O:37][CH2:38]Cl)([CH3:34])[CH3:33]. The product is [CH3:1][O:2][C:3](=[O:28])[NH:4][CH:5]([C:9]([N:11]1[CH2:15][CH2:14][CH2:13][CH:12]1[C:16]1[N:17]([CH2:38][O:37][CH2:36][CH2:35][Si:32]([CH3:34])([CH3:33])[CH3:31])[C:18]([C:21]2[CH:22]=[CH:23][C:24]([Br:27])=[CH:25][CH:26]=2)=[CH:19][N:20]=1)=[O:10])[CH:6]([CH3:8])[CH3:7]. The yield is 0.710. (7) The reactants are C(OC1C=CC([C@@H]2C[C@H]2[NH:13][C:14](=O)[O:15]CCCC)=CC=1)C.[C:30]1([O:29]P(N=[N+]=[N-])(=O)[O:29][C:30]2[CH:35]=CC=C[CH:31]=2)[CH:35]=CC=C[CH:31]=1.[CH2:40](N(CC)CC)C.[CH2:47]([O:49][C:50]1[CH:55]=[CH:54][C:53]([C@@H:56]2[CH2:58][C@H:57]2C(O)=O)=[CH:52][CH:51]=1)[CH3:48]. The yield is 0.300. The catalyst is C(O)(C)(C)C. The product is [CH2:47]([O:49][C:50]1[CH:51]=[CH:52][C:53]([C@@H:56]2[CH2:58][C@H:57]2[NH:13][C:14](=[O:15])[O:29][C:30]([CH3:31])([CH3:35])[CH3:40])=[CH:54][CH:55]=1)[CH3:48].